Dataset: NCI-60 drug combinations with 297,098 pairs across 59 cell lines. Task: Regression. Given two drug SMILES strings and cell line genomic features, predict the synergy score measuring deviation from expected non-interaction effect. (1) Drug 1: CC1=C(C(=CC=C1)Cl)NC(=O)C2=CN=C(S2)NC3=CC(=NC(=N3)C)N4CCN(CC4)CCO. Drug 2: C1CNP(=O)(OC1)N(CCCl)CCCl. Cell line: RPMI-8226. Synergy scores: CSS=11.4, Synergy_ZIP=1.93, Synergy_Bliss=0.926, Synergy_Loewe=1.09, Synergy_HSA=1.56. (2) Drug 1: C1=CC(=CC=C1CCC2=CNC3=C2C(=O)NC(=N3)N)C(=O)NC(CCC(=O)O)C(=O)O. Drug 2: CC1=CC=C(C=C1)C2=CC(=NN2C3=CC=C(C=C3)S(=O)(=O)N)C(F)(F)F. Cell line: CCRF-CEM. Synergy scores: CSS=26.5, Synergy_ZIP=0.538, Synergy_Bliss=-7.26, Synergy_Loewe=-13.8, Synergy_HSA=-6.54. (3) Drug 1: COC1=CC(=CC(=C1O)OC)C2C3C(COC3=O)C(C4=CC5=C(C=C24)OCO5)OC6C(C(C7C(O6)COC(O7)C8=CC=CS8)O)O. Drug 2: CC1C(C(CC(O1)OC2CC(OC(C2O)C)OC3=CC4=CC5=C(C(=O)C(C(C5)C(C(=O)C(C(C)O)O)OC)OC6CC(C(C(O6)C)O)OC7CC(C(C(O7)C)O)OC8CC(C(C(O8)C)O)(C)O)C(=C4C(=C3C)O)O)O)O. Cell line: OVCAR-5. Synergy scores: CSS=13.6, Synergy_ZIP=4.95, Synergy_Bliss=12.2, Synergy_Loewe=10.8, Synergy_HSA=12.1. (4) Drug 1: CC1OCC2C(O1)C(C(C(O2)OC3C4COC(=O)C4C(C5=CC6=C(C=C35)OCO6)C7=CC(=C(C(=C7)OC)O)OC)O)O. Drug 2: C1=CC=C(C=C1)NC(=O)CCCCCCC(=O)NO. Cell line: SW-620. Synergy scores: CSS=73.6, Synergy_ZIP=7.17, Synergy_Bliss=6.69, Synergy_Loewe=-3.75, Synergy_HSA=6.80. (5) Drug 1: C1=NC2=C(N=C(N=C2N1C3C(C(C(O3)CO)O)O)F)N. Drug 2: CN(C(=O)NC(C=O)C(C(C(CO)O)O)O)N=O. Cell line: TK-10. Synergy scores: CSS=4.49, Synergy_ZIP=1.17, Synergy_Bliss=3.72, Synergy_Loewe=-3.76, Synergy_HSA=-1.25.